Dataset: Catalyst prediction with 721,799 reactions and 888 catalyst types from USPTO. Task: Predict which catalyst facilitates the given reaction. The catalyst class is: 19. Product: [N:6]1[C:5]2[CH2:7][CH2:8][O:9][CH2:10][C:4]=2[S:3][CH:2]=1. Reactant: Cl[C:2]1[S:3][C:4]2[CH2:10][O:9][CH2:8][CH2:7][C:5]=2[N:6]=1.C([O-])(=O)C.[Na+].[H][H].